Dataset: NCI-60 drug combinations with 297,098 pairs across 59 cell lines. Task: Regression. Given two drug SMILES strings and cell line genomic features, predict the synergy score measuring deviation from expected non-interaction effect. (1) Drug 1: CCC1(CC2CC(C3=C(CCN(C2)C1)C4=CC=CC=C4N3)(C5=C(C=C6C(=C5)C78CCN9C7C(C=CC9)(C(C(C8N6C)(C(=O)OC)O)OC(=O)C)CC)OC)C(=O)OC)O.OS(=O)(=O)O. Drug 2: CC1=C(C(=O)C2=C(C1=O)N3CC4C(C3(C2COC(=O)N)OC)N4)N. Cell line: NCI-H322M. Synergy scores: CSS=8.97, Synergy_ZIP=-3.43, Synergy_Bliss=0.402, Synergy_Loewe=-1.45, Synergy_HSA=-0.927. (2) Drug 1: C1=C(C(=O)NC(=O)N1)F. Drug 2: CC1=CC=C(C=C1)C2=CC(=NN2C3=CC=C(C=C3)S(=O)(=O)N)C(F)(F)F. Cell line: HCT116. Synergy scores: CSS=42.4, Synergy_ZIP=-2.17, Synergy_Bliss=-5.55, Synergy_Loewe=-11.9, Synergy_HSA=-2.69.